From a dataset of Catalyst prediction with 721,799 reactions and 888 catalyst types from USPTO. Predict which catalyst facilitates the given reaction. (1) Reactant: C1(N=C=NC2CCCCC2)CCCCC1.[CH3:16][O:17][C:18]([CH:20]1[CH2:24][CH2:23][CH:22]=[C:21]1[C:25]([OH:27])=O)=[O:19].[CH2:28]([NH2:35])[C:29]1[CH:34]=[CH:33][CH:32]=[CH:31][CH:30]=1.OC1C2N=NNC=2C=CC=1.C(N(CC)CC)C. Product: [CH3:16][O:17][C:18]([CH:20]1[CH2:24][CH2:23][CH:22]=[C:21]1[C:25](=[O:27])[NH:35][CH2:28][C:29]1[CH:34]=[CH:33][CH:32]=[CH:31][CH:30]=1)=[O:19]. The catalyst class is: 10. (2) Reactant: [OH:1][C@H:2]([C@H:10]1[O:15][CH2:14][CH2:13][N:12]([C:16]2[CH:21]=[CH:20][C:19]([CH3:22])=[CH:18][CH:17]=2)[C:11]1=[O:23])[C:3]([O:5]C(C)(C)C)=[O:4]. Product: [OH:1][C@H:2]([C@H:10]1[O:15][CH2:14][CH2:13][N:12]([C:16]2[CH:21]=[CH:20][C:19]([CH3:22])=[CH:18][CH:17]=2)[C:11]1=[O:23])[C:3]([OH:5])=[O:4]. The catalyst class is: 137. (3) Reactant: Cl.[CH3:2][O:3][C:4]1[CH:9]=[CH:8][C:7]([NH:10][NH2:11])=[CH:6][CH:5]=1.C(=O)(O)[O-].[Na+].[C:17]1([N:23]2[C:27](=[O:28])[CH:26]([C:29](=O)[CH2:30][C:31](=O)[CH3:32])[C:25]([CH3:35])=[N:24]2)[CH:22]=[CH:21][CH:20]=[CH:19][CH:18]=1. Product: [CH3:2][O:3][C:4]1[CH:9]=[CH:8][C:7]([N:10]2[C:29]([C:26]3[C:25]([CH3:35])=[N:24][N:23]([C:17]4[CH:22]=[CH:21][CH:20]=[CH:19][CH:18]=4)[C:27]=3[OH:28])=[CH:30][C:31]([CH3:32])=[N:11]2)=[CH:6][CH:5]=1. The catalyst class is: 8. (4) Reactant: CON(C)[C:4]([C:6]1[C:15](=[O:16])[C:14]2[C:9](=[CH:10][CH:11]=[CH:12][CH:13]=2)[N:8]([CH2:17][C:18]2[CH:23]=[CH:22][CH:21]=[C:20]([Br:24])[N:19]=2)[CH:7]=1)=[O:5].[Cl:26][C:27]1[CH:32]=[CH:31][C:30](I)=[CH:29][N:28]=1.C([Mg]Cl)(C)C. Product: [Br:24][C:20]1[N:19]=[C:18]([CH2:17][N:8]2[C:9]3[C:14](=[CH:13][CH:12]=[CH:11][CH:10]=3)[C:15](=[O:16])[C:6]([C:4]([C:30]3[CH:29]=[N:28][C:27]([Cl:26])=[CH:32][CH:31]=3)=[O:5])=[CH:7]2)[CH:23]=[CH:22][CH:21]=1. The catalyst class is: 1. (5) The catalyst class is: 3. Reactant: [OH:1][C:2]1[CH:11]=[C:10]([NH:12][CH3:13])[C:9]([N+:14]([O-:16])=[O:15])=[CH:8][C:3]=1[C:4]([O:6][CH3:7])=[O:5].[CH2:17](Cl)[C:18](=[CH2:20])[CH3:19].C(=O)([O-])[O-].[K+].[K+]. Product: [CH3:19][C:18](=[CH2:17])[CH2:20][O:1][C:2]1[CH:11]=[C:10]([NH:12][CH3:13])[C:9]([N+:14]([O-:16])=[O:15])=[CH:8][C:3]=1[C:4]([O:6][CH3:7])=[O:5]. (6) Reactant: [NH2:1][C:2]1[CH:7]=[C:6]([NH:8][CH2:9][C:10]2[CH:15]=[CH:14][C:13]([F:16])=[CH:12][CH:11]=2)[CH:5]=[CH:4][C:3]=1[N+:17]([O-])=O.C(N(C(C)C)CC)(C)C.Cl[C:30]([O:32][CH2:33][CH3:34])=[O:31].O. Product: [CH3:34][CH2:33][O:32][C:30]([NH:17][C:3]1[CH:4]=[CH:5][C:6]([NH:8][CH2:9][C:10]2[CH:15]=[CH:14][C:13]([F:16])=[CH:12][CH:11]=2)=[CH:7][C:2]=1[NH2:1])=[O:31]. The catalyst class is: 505. (7) Reactant: [Cl:1][C:2]1[CH:7]=[CH:6][CH:5]=[CH:4][C:3]=1[C:8]1[C:17]([CH2:18][NH2:19])=[CH:16][C:15]2[C:10](=[CH:11][C:12]([F:21])=[C:13]([F:20])[CH:14]=2)[N:9]=1.Cl[C:23]1[N:31]=[CH:30][N:29]=[C:28]2[C:24]=1[NH:25][CH:26]=[N:27]2.CCN(C(C)C)C(C)C. Product: [Cl:1][C:2]1[CH:7]=[CH:6][CH:5]=[CH:4][C:3]=1[C:8]1[C:17]([CH2:18][NH:19][C:23]2[N:31]=[CH:30][N:29]=[C:28]3[C:24]=2[N:25]=[CH:26][NH:27]3)=[CH:16][C:15]2[C:10](=[CH:11][C:12]([F:21])=[C:13]([F:20])[CH:14]=2)[N:9]=1. The catalyst class is: 51. (8) Reactant: [CH3:1][O:2][C:3]1[CH:15]=[C:14]2[C:6]([C:7]3[CH2:8][CH2:9][CH2:10][CH2:11][C:12]=3[NH:13]2)=[CH:5][CH:4]=1.[H-].[Na+].Br[CH2:19][C:20]([O:22]C)=[O:21].[OH-].[Na+]. Product: [CH3:1][O:2][C:3]1[CH:15]=[C:14]2[C:6]([C:7]3[CH2:8][CH2:9][CH2:10][CH2:11][C:12]=3[N:13]2[CH2:19][C:20]([OH:22])=[O:21])=[CH:5][CH:4]=1. The catalyst class is: 18. (9) Reactant: S(=O)(=O)(O)O.N([O-])=O.[Na+].N[C:11]1[C:12]([Cl:20])=[C:13]([CH:17]=[CH:18][CH:19]=1)[C:14]([OH:16])=[O:15].[I-:21].[K+]. Product: [Cl:20][C:12]1[C:11]([I:21])=[CH:19][CH:18]=[CH:17][C:13]=1[C:14]([OH:16])=[O:15]. The catalyst class is: 86. (10) Reactant: [OH:1][C:2]1([CH2:25][C:26](=[O:28])[CH3:27])[C:10]2[C:5](=[CH:6][CH:7]=[CH:8][CH:9]=2)[N:4]([CH:11]2[CH2:16][CH2:15][N:14]([C:17]([O:19][C:20]([CH3:23])([CH3:22])[CH3:21])=[O:18])[CH2:13][CH2:12]2)[C:3]1=[O:24].[BH4-].[Na+]. Product: [OH:1][C:2]1([CH2:25][CH:26]([OH:28])[CH3:27])[C:10]2[C:5](=[CH:6][CH:7]=[CH:8][CH:9]=2)[N:4]([CH:11]2[CH2:16][CH2:15][N:14]([C:17]([O:19][C:20]([CH3:21])([CH3:22])[CH3:23])=[O:18])[CH2:13][CH2:12]2)[C:3]1=[O:24]. The catalyst class is: 5.